Dataset: Reaction yield outcomes from USPTO patents with 853,638 reactions. Task: Predict the reaction yield, written as a fraction of the theoretical maximum amount of product (1.0 means a 100% yield; for example, 0.34 means a 34% yield). The reactants are [CH:1]([C:4]1[CH:9]=[C:8]([CH:10]([CH3:12])[CH3:11])[CH:7]=[C:6]([CH:13]([CH3:15])[CH3:14])[C:5]=1[S:16]([N:19]1[C:23]2[CH:24]=[CH:25][CH:26]=[CH:27][C:22]=2[N:21]=[CH:20]1)(=[O:18])=[O:17])([CH3:3])[CH3:2].C1COCC1.C1(C)C=CC=CC=1.[Li]CCCC.Cl[P:46]([CH:53]1[CH2:58][CH2:57][CH2:56][CH2:55][CH2:54]1)[CH:47]1[CH2:52][CH2:51][CH2:50][CH2:49][CH2:48]1. The catalyst is C1COCC1.C1(C)C=CC=CC=1.C(=O)=O.CC(C)=O.CO. The product is [CH:53]1([P:46]([CH:47]2[CH2:48][CH2:49][CH2:50][CH2:51][CH2:52]2)[C:20]2[N:19]([S:16]([C:5]3[C:6]([CH:13]([CH3:15])[CH3:14])=[CH:7][C:8]([CH:10]([CH3:11])[CH3:12])=[CH:9][C:4]=3[CH:1]([CH3:2])[CH3:3])(=[O:17])=[O:18])[C:23]3[CH:24]=[CH:25][CH:26]=[CH:27][C:22]=3[N:21]=2)[CH2:54][CH2:55][CH2:56][CH2:57][CH2:58]1. The yield is 0.770.